Task: Predict the reactants needed to synthesize the given product.. Dataset: Full USPTO retrosynthesis dataset with 1.9M reactions from patents (1976-2016) (1) Given the product [CH2:7]([NH:8][CH2:9][CH3:10])[CH3:5].[CH3:32][C:29]1[N:30]=[CH:31][C:26]([C:24]([NH:23][C@@H:13]2[C:12](=[O:33])[N:11]3[CH2:34][C@H:35]([O:37][C:38]4[N:39]=[C:40]5[C:45](=[C:46]6[C:51]=4[CH:50]=[CH:49][CH:48]=[CH:47]6)[CH:44]=[CH:43][CH:42]=[CH:41]5)[CH2:36][C@H:10]3[C:9](=[O:52])[NH:8][C@:7]3([C:5]([OH:6])=[O:4])[CH2:22][C@H:21]3[CH:20]=[CH:19][CH2:18][CH2:17][CH2:16][CH2:15][CH2:14]2)=[O:25])=[N:27][CH:28]=1, predict the reactants needed to synthesize it. The reactants are: Cl.C([O:4][C:5]([C@@:7]12[CH2:22][C@H:21]1[CH:20]=[CH:19][CH2:18][CH2:17][CH2:16][CH2:15][CH2:14][C@H:13]([NH:23][C:24]([C:26]1[CH:31]=[N:30][C:29]([CH3:32])=[CH:28][N:27]=1)=[O:25])[C:12](=[O:33])[N:11]1[CH2:34][C@H:35]([O:37][C:38]3[N:39]=[C:40]4[C:45](=[C:46]5[C:51]=3[CH:50]=[CH:49][CH:48]=[CH:47]5)[CH:44]=[CH:43][CH:42]=[CH:41]4)[CH2:36][C@H:10]1[C:9](=[O:52])[NH:8]2)=[O:6])C.O[Li].O.OP(O)(O)=O.[Na+].[Cl-].CC1CCCO1. (2) Given the product [CH3:15][NH:16][C:17]([C:19]1[C:20]2[CH:28]=[CH:27][C:26]([O:29][C:2]3[CH:7]=[CH:6][N:5]=[C:4]4[CH:8]=[C:9]([CH2:11][N:12]([CH3:14])[CH3:13])[S:10][C:3]=34)=[CH:25][C:21]=2[S:22][C:23]=1[CH3:24])=[O:18], predict the reactants needed to synthesize it. The reactants are: Cl[C:2]1[CH:7]=[CH:6][N:5]=[C:4]2[CH:8]=[C:9]([CH2:11][N:12]([CH3:14])[CH3:13])[S:10][C:3]=12.[CH3:15][NH:16][C:17]([C:19]1[C:20]2[CH:28]=[CH:27][C:26]([OH:29])=[CH:25][C:21]=2[S:22][C:23]=1[CH3:24])=[O:18].C(=O)([O-])[O-].[Cs+].[Cs+].